Predict the reactants needed to synthesize the given product. From a dataset of Full USPTO retrosynthesis dataset with 1.9M reactions from patents (1976-2016). Given the product [Cl:1][C:2]1[CH:7]=[C:6]([C:8]([F:9])([F:10])[F:11])[CH:5]=[C:4]([Cl:12])[C:3]=1[N:13]1[C:21]2[C:16](=[CH:17][CH:18]=[CH:19][CH:20]=2)[C:15]([C:22]([O:28][C:31](=[O:37])[CH2:32][CH2:33][CH2:34][CH2:35][CH3:36])([CH3:27])[C:23]([F:24])([F:25])[F:26])=[CH:14]1, predict the reactants needed to synthesize it. The reactants are: [Cl:1][C:2]1[CH:7]=[C:6]([C:8]([F:11])([F:10])[F:9])[CH:5]=[C:4]([Cl:12])[C:3]=1[N:13]1[C:21]2[C:16](=[CH:17][CH:18]=[CH:19][CH:20]=2)[C:15]([C:22]([OH:28])([CH3:27])[C:23]([F:26])([F:25])[F:24])=[CH:14]1.[H-].[Na+].[C:31](Cl)(=[O:37])[CH2:32][CH2:33][CH2:34][CH2:35][CH3:36].